This data is from Full USPTO retrosynthesis dataset with 1.9M reactions from patents (1976-2016). The task is: Predict the reactants needed to synthesize the given product. Given the product [Br:1][C:2]1[CH:3]=[C:4]2[C:9](=[CH:10][CH:11]=1)[CH:8]=[N:7][C:6]([O:12][CH3:13])=[CH:5]2, predict the reactants needed to synthesize it. The reactants are: [Br:1][C:2]1[CH:3]=[C:4]2[C:9](=[CH:10][CH:11]=1)[CH:8]=[N:7][C:6]([OH:12])=[CH:5]2.[CH3:13]N(C)C=O.CI.